Predict the product of the given reaction. From a dataset of Forward reaction prediction with 1.9M reactions from USPTO patents (1976-2016). (1) Given the reactants C([NH:8][C@H:9]([C:17]([OH:19])=[O:18])[CH2:10][C:11]1[CH:16]=[CH:15][CH:14]=[CH:13][CH:12]=1)(OC(C)(C)C)=O.C(OC(NCC(O[CH2:32][CH2:33][CH2:34][CH2:35][O:36][N+:37]([O-:39])=[O:38])=O)=O)(C)(C)C, predict the reaction product. The product is: [NH2:8][C@@H:9]([CH2:10][C:11]1[CH:12]=[CH:13][CH:14]=[CH:15][CH:16]=1)[C:17]([O:19][CH2:32][CH2:33][CH2:34][CH2:35][O:36][N+:37]([O-:39])=[O:38])=[O:18]. (2) Given the reactants [CH3:1][C:2]1[C:6]2[N:7]=[C:8]([Sn](CCCC)(CCCC)CCCC)[N:9]=[C:10]([N:11]3[CH2:16][CH2:15][O:14][CH2:13][CH2:12]3)[C:5]=2[S:4][C:3]=1[CH2:30][N:31]1[CH2:36][CH2:35][N:34]([C:37]([CH3:42])([CH3:41])[C:38]([NH2:40])=[O:39])[CH2:33][CH2:32]1.C(OC([N:50]1[C:54]2=[N:55][CH:56]=[CH:57][C:58](Br)=[C:53]2[CH:52]=[CH:51]1)=O)(C)(C)C, predict the reaction product. The product is: [CH3:42][C:37]([N:34]1[CH2:35][CH2:36][N:31]([CH2:30][C:3]2[S:4][C:5]3[C:10]([N:11]4[CH2:16][CH2:15][O:14][CH2:13][CH2:12]4)=[N:9][C:8]([C:58]4[CH:57]=[CH:56][N:55]=[C:54]5[NH:50][CH:51]=[CH:52][C:53]=45)=[N:7][C:6]=3[C:2]=2[CH3:1])[CH2:32][CH2:33]1)([CH3:41])[C:38]([NH2:40])=[O:39].